This data is from Forward reaction prediction with 1.9M reactions from USPTO patents (1976-2016). The task is: Predict the product of the given reaction. (1) Given the reactants C1C=CC(P(C2C=CC=CC=2)C2C=CC=CC=2)=CC=1.C(N(CC)CC)C.C(Cl)(Cl)(Cl)Cl.[NH:32]=[C:33]([NH:35][NH:36][C:37](=O)[C:38]1[CH:43]=[CH:42][C:41]([C:44]2[CH:45]=[N:46][N:47]3[CH:52]=[CH:51][C:50]([N:53]4[C@@H:57]([CH:58]([CH3:60])[CH3:59])[CH2:56][O:55][C:54]4=[O:61])=[N:49][C:48]=23)=[CH:40][CH:39]=1)[CH3:34], predict the reaction product. The product is: [CH:58]([C@H:57]1[CH2:56][O:55][C:54](=[O:61])[N:53]1[C:50]1[CH:51]=[CH:52][N:47]2[N:46]=[CH:45][C:44]([C:41]3[CH:40]=[CH:39][C:38]([C:37]4[NH:32][C:33]([CH3:34])=[N:35][N:36]=4)=[CH:43][CH:42]=3)=[C:48]2[N:49]=1)([CH3:59])[CH3:60]. (2) Given the reactants [F:1][C:2]1[CH:7]=[CH:6][C:5](I)=[CH:4][C:3]=1[C@:9]1([CH3:20])[CH2:14][C@@H:13]([C:15]([F:18])([F:17])[F:16])[O:12][C:11]([NH2:19])=[N:10]1.C[Si]([C:25]#[C:26][C:27]1[S:28][C:29]([C:32]#[N:33])=[CH:30][N:31]=1)(C)C, predict the reaction product. The product is: [NH2:19][C:11]1[O:12][C@H:13]([C:15]([F:18])([F:17])[F:16])[CH2:14][C@:9]([C:3]2[CH:4]=[C:5]([C:25]#[C:26][C:27]3[S:28][C:29]([C:32]#[N:33])=[CH:30][N:31]=3)[CH:6]=[CH:7][C:2]=2[F:1])([CH3:20])[N:10]=1. (3) Given the reactants Cl.[CH3:2][C:3]1[CH:8]=[CH:7][C:6]([S:9]([O:12][CH2:13][C@@H:14]2[O:19][C:18]3[C:20]([OH:25])=[C:21]([NH2:24])[CH:22]=[CH:23][C:17]=3[O:16][CH2:15]2)(=[O:11])=[O:10])=[CH:5][CH:4]=1.[C:26]1(C)C=CC(S(O)(=O)=O)=CC=1, predict the reaction product. The product is: [CH3:2][C:3]1[CH:8]=[CH:7][C:6]([S:9]([O:12][CH2:13][CH:14]2[CH2:15][O:16][C:17]3[CH:23]=[CH:22][C:21]4[N:24]=[CH:26][O:25][C:20]=4[C:18]=3[O:19]2)(=[O:11])=[O:10])=[CH:5][CH:4]=1. (4) Given the reactants [CH3:1][C:2]1[S:29][C:5]2=[N:6][C:7]([C:23]3[CH:28]=[CH:27][CH:26]=[CH:25][N:24]=3)=[C:8]([C@@H:10]([N:12]3C(=O)C4C(=CC=CC=4)C3=O)[CH3:11])[CH:9]=[C:4]2[CH:3]=1.O.NN, predict the reaction product. The product is: [CH3:1][C:2]1[S:29][C:5]2=[N:6][C:7]([C:23]3[CH:28]=[CH:27][CH:26]=[CH:25][N:24]=3)=[C:8]([C@@H:10]([NH2:12])[CH3:11])[CH:9]=[C:4]2[CH:3]=1. (5) Given the reactants [CH3:1][C:2]1[CH:7]=[C:6](O)[CH:5]=[C:4]([CH3:9])[N:3]=1.BrC1C=C(C)N=C(C)C=1.[Si:19]([C:23]#[CH:24])([CH3:22])([CH3:21])[CH3:20].CCOC(C)=O, predict the reaction product. The product is: [CH3:1][C:2]1[CH:7]=[C:6]([C:24]#[C:23][Si:19]([CH3:22])([CH3:21])[CH3:20])[CH:5]=[C:4]([CH3:9])[N:3]=1. (6) Given the reactants [F:1][C:2]1[C:7]2[N:8]([CH3:12])[C:9]([CH3:11])=[N:10][C:6]=2[CH:5]=[CH:4][CH:3]=1.[O:13]1CCOCC1, predict the reaction product. The product is: [F:1][C:2]1[C:7]2[N:8]([CH3:12])[C:9]([CH:11]=[O:13])=[N:10][C:6]=2[CH:5]=[CH:4][CH:3]=1. (7) Given the reactants [CH3:1][O:2][C:3]1[CH:4]=[CH:5][C:6]2[C:7]3[N:15]=[C:14]([C:16]4[CH:21]=[CH:20][C:19]([O:22][CH3:23])=[CH:18][CH:17]=4)[N:13]=[C:12]([C:24]([O:26]C)=O)[C:8]=3[NH:9][C:10]=2[CH:11]=1.[NH3:28], predict the reaction product. The product is: [CH3:1][O:2][C:3]1[CH:4]=[CH:5][C:6]2[C:7]3[N:15]=[C:14]([C:16]4[CH:21]=[CH:20][C:19]([O:22][CH3:23])=[CH:18][CH:17]=4)[N:13]=[C:12]([C:24]([NH2:28])=[O:26])[C:8]=3[NH:9][C:10]=2[CH:11]=1.